This data is from Full USPTO retrosynthesis dataset with 1.9M reactions from patents (1976-2016). The task is: Predict the reactants needed to synthesize the given product. (1) Given the product [F:24][C:25]1[CH:30]=[CH:29][CH:28]=[C:27]([F:31])[C:26]=1[C:32]1[N:35]=[C:19]([C:11]2[N:10]=[N:9][N:8]([C:3]3[CH:4]=[CH:5][CH:6]=[CH:7][C:2]=3[F:1])[C:12]=2[C:13]2[CH:18]=[CH:17][N:16]=[CH:15][CH:14]=2)[O:20][N:33]=1, predict the reactants needed to synthesize it. The reactants are: [F:1][C:2]1[CH:7]=[CH:6][CH:5]=[CH:4][C:3]=1[N:8]1[C:12]([C:13]2[CH:18]=[CH:17][N:16]=[CH:15][CH:14]=2)=[C:11]([C:19](OCC)=[O:20])[N:10]=[N:9]1.[F:24][C:25]1[CH:30]=[CH:29][CH:28]=[C:27]([F:31])[C:26]=1[C:32](=[NH:35])[NH:33]O. (2) The reactants are: [Cl:1][C:2]1[CH:3]=[C:4]([CH:8]=[C:9]([F:11])[CH:10]=1)[C:5](O)=[O:6].C(Cl)(=O)C([Cl:15])=O. Given the product [Cl:1][C:2]1[CH:3]=[C:4]([CH:8]=[C:9]([F:11])[CH:10]=1)[C:5]([Cl:15])=[O:6], predict the reactants needed to synthesize it.